This data is from Full USPTO retrosynthesis dataset with 1.9M reactions from patents (1976-2016). The task is: Predict the reactants needed to synthesize the given product. Given the product [Br:20][C:21]1[CH:26]=[CH:25][C:24]([O:18][CH2:17][CH2:16][C@H:15]([CH:12]2[CH2:13][CH2:14][N:9]([C:7]3[O:6][N:5]=[C:4]([CH:1]([CH3:3])[CH3:2])[N:8]=3)[CH2:10][CH2:11]2)[CH3:19])=[CH:23][N:22]=1, predict the reactants needed to synthesize it. The reactants are: [CH:1]([C:4]1[N:8]=[C:7]([N:9]2[CH2:14][CH2:13][CH:12]([C@H:15]([CH3:19])[CH2:16][CH2:17][OH:18])[CH2:11][CH2:10]2)[O:6][N:5]=1)([CH3:3])[CH3:2].[Br:20][C:21]1[CH:26]=[CH:25][C:24](O)=[CH:23][N:22]=1.C(P(CCCC)CCCC)CCC.C1CCN(C(N=NC(N2CCCCC2)=O)=O)CC1.CCCC(C)C.